Dataset: Forward reaction prediction with 1.9M reactions from USPTO patents (1976-2016). Task: Predict the product of the given reaction. Given the reactants [C:1]([NH:4][CH2:5][CH2:6][CH2:7][S:8]([O:11][CH2:12][C:13]([CH3:19])([CH3:18])[CH2:14][CH2:15][CH:16]=[O:17])(=[O:10])=[O:9])(=[O:3])[CH3:2].[CH2:20]([OH:27])[C:21]1[CH:26]=[CH:25][CH:24]=[CH:23][CH:22]=1.IN1C(=O)CCC1=O.C(=O)([O-])[O-].[K+].[K+], predict the reaction product. The product is: [C:1]([NH:4][CH2:5][CH2:6][CH2:7][S:8]([O:11][CH2:12][C:13]([CH3:19])([CH3:18])[CH2:14][CH2:15][C:16]([O:27][CH2:20][C:21]1[CH:26]=[CH:25][CH:24]=[CH:23][CH:22]=1)=[O:17])(=[O:10])=[O:9])(=[O:3])[CH3:2].